From a dataset of Full USPTO retrosynthesis dataset with 1.9M reactions from patents (1976-2016). Predict the reactants needed to synthesize the given product. (1) The reactants are: Br[C:2]1[N:3]=[C:4]2[C:10]([C:11]([NH:13][C:14]([CH3:17])([CH3:16])[CH3:15])=[O:12])=[CH:9][N:8]([CH2:18][O:19][CH2:20][CH2:21][Si:22]([CH3:25])([CH3:24])[CH3:23])[C:5]2=[N:6][CH:7]=1.[F:26][C:27]1[CH:35]=[C:34]2[C:30]([C:31]([Sn](CCCC)(CCCC)CCCC)=[N:32][N:33]2[CH3:36])=[CH:29][CH:28]=1. Given the product [C:14]([NH:13][C:11]([C:10]1[C:4]2[C:5](=[N:6][CH:7]=[C:2]([C:31]3[C:30]4[C:34](=[CH:35][C:27]([F:26])=[CH:28][CH:29]=4)[N:33]([CH3:36])[N:32]=3)[N:3]=2)[N:8]([CH2:18][O:19][CH2:20][CH2:21][Si:22]([CH3:25])([CH3:24])[CH3:23])[CH:9]=1)=[O:12])([CH3:17])([CH3:16])[CH3:15], predict the reactants needed to synthesize it. (2) Given the product [CH:42]1([C:39]2[O:38][C:37]([NH:36][C:33]3[CH:34]=[CH:35][C:30]([C:9]4[CH:14]=[CH:13][C:12]([C:15]56[CH2:20][CH2:19][C:18]([CH2:23][C:24]([O:26][CH3:27])=[O:25])([CH2:21][CH2:22]5)[CH2:17][O:16]6)=[CH:11][CH:10]=4)=[CH:31][CH:32]=3)=[N:41][N:40]=2)[CH2:43][CH2:44][CH2:45]1, predict the reactants needed to synthesize it. The reactants are: CC1(C)C(C)(C)OB([C:9]2[CH:14]=[CH:13][C:12]([C:15]34[CH2:22][CH2:21][C:18]([CH2:23][C:24]([O:26][CH3:27])=[O:25])([CH2:19][CH2:20]3)[CH2:17][O:16]4)=[CH:11][CH:10]=2)O1.Br[C:30]1[CH:35]=[CH:34][C:33]([NH:36][C:37]2[O:38][C:39]([CH:42]3[CH2:45][CH2:44][CH2:43]3)=[N:40][N:41]=2)=[CH:32][CH:31]=1.P([O-])([O-])([O-])=O.[K+].[K+].[K+].C(COC)OC. (3) Given the product [Cl:26][C:5]1[C:6]([NH:11][C@H:12]2[CH2:13][CH2:14][C@H:15]([NH:18][C:19](=[O:25])[O:20][C:21]([CH3:22])([CH3:24])[CH3:23])[CH2:16][CH2:17]2)=[N:7][C:8]([O:9][CH3:10])=[C:3]([C:1]#[N:2])[CH:4]=1, predict the reactants needed to synthesize it. The reactants are: [C:1]([C:3]1[CH:4]=[CH:5][C:6]([NH:11][C@H:12]2[CH2:17][CH2:16][C@H:15]([NH:18][C:19](=[O:25])[O:20][C:21]([CH3:24])([CH3:23])[CH3:22])[CH2:14][CH2:13]2)=[N:7][C:8]=1[O:9][CH3:10])#[N:2].[Cl:26]N1C(=O)CCC1=O. (4) Given the product [CH3:14][C:11]1([N:15]2[CH2:16][CH2:17][N:18]([CH2:21][C:22]([O:24][CH2:25][CH3:26])=[O:23])[CH2:19][CH2:20]2)[CH2:12][CH2:13][NH:8][CH2:9][CH2:10]1, predict the reactants needed to synthesize it. The reactants are: C([N:8]1[CH2:13][CH2:12][C:11]([N:15]2[CH2:20][CH2:19][N:18]([CH2:21][C:22]([O:24][CH2:25][CH3:26])=[O:23])[CH2:17][CH2:16]2)([CH3:14])[CH2:10][CH2:9]1)C1C=CC=CC=1.[H][H].